Dataset: Forward reaction prediction with 1.9M reactions from USPTO patents (1976-2016). Task: Predict the product of the given reaction. (1) Given the reactants C(N(CC)CC)C.Cl.[NH2:9][C@@H:10]([CH3:28])[C:11]([NH:13][C:14]1[CH:19]=[CH:18][C:17]([F:20])=[CH:16][C:15]=1[NH:21][C:22]1[CH:27]=[N:26][CH:25]=[CH:24][N:23]=1)=[O:12].Cl[C:30]1[N:38]=[CH:37][N:36]=[C:35]2[C:31]=1[N:32]=[CH:33][N:34]2[CH:39]1[CH2:44][CH2:43][CH2:42][CH2:41][O:40]1.O, predict the reaction product. The product is: [F:20][C:17]1[CH:18]=[CH:19][C:14]([NH:13][C:11](=[O:12])[C@@H:10]([NH:9][C:30]2[N:38]=[CH:37][N:36]=[C:35]3[C:31]=2[N:32]=[CH:33][N:34]3[CH:39]2[CH2:44][CH2:43][CH2:42][CH2:41][O:40]2)[CH3:28])=[C:15]([NH:21][C:22]2[CH:27]=[N:26][CH:25]=[CH:24][N:23]=2)[CH:16]=1. (2) Given the reactants [Br:1][C:2]1[CH:3]=[C:4]([NH:8][C:9]2[C:18]3[C:17]([NH2:19])=[C:16]([O:20][CH3:21])[C:15]([O:22][CH3:23])=[CH:14][C:13]=3[N:12]=[CH:11][N:10]=2)[CH:5]=[CH:6][CH:7]=1.[OH-].[Na+].[C:26](OC(=O)C)(=O)[CH3:27], predict the reaction product. The product is: [Br:1][C:2]1[CH:3]=[C:4]([N:8]2[C:9]3[C:18]4[C:13]([N:12]=[CH:11][N:10]=3)=[CH:14][C:15]([O:22][CH3:23])=[C:16]([O:20][CH3:21])[C:17]=4[N:19]=[C:26]2[CH3:27])[CH:5]=[CH:6][CH:7]=1. (3) Given the reactants [NH2:1][C:2]1[N:7]=[C:6]([NH:8][C@@H:9]([CH2:12][CH2:13][CH3:14])[CH2:10][OH:11])[C:5]([CH2:15][C:16]2[CH:25]=[CH:24][C:19]([C:20]([O:22]C)=[O:21])=[CH:18][C:17]=2[O:26][CH3:27])=[C:4]([CH3:28])[N:3]=1.O.[Li+].[OH-], predict the reaction product. The product is: [NH2:1][C:2]1[N:7]=[C:6]([NH:8][C@@H:9]([CH2:12][CH2:13][CH3:14])[CH2:10][OH:11])[C:5]([CH2:15][C:16]2[CH:25]=[CH:24][C:19]([C:20]([OH:22])=[O:21])=[CH:18][C:17]=2[O:26][CH3:27])=[C:4]([CH3:28])[N:3]=1. (4) Given the reactants [F:1][CH:2]([F:20])[CH2:3][N:4]1[C:12]2[C:7](=[N:8][CH:9]=[CH:10][CH:11]=2)[C:6]([C:13]2[CH:18]=[CH:17][C:16]([OH:19])=[CH:15][CH:14]=2)=[N:5]1.[H-].[Na+].[CH3:23][N:24]1[C:28]2=[N:29][CH:30]=[CH:31][CH:32]=[C:27]2[N:26]=[C:25]1S(C)(=O)=O.O, predict the reaction product. The product is: [F:20][CH:2]([F:1])[CH2:3][N:4]1[C:12]2[C:7](=[N:8][CH:9]=[CH:10][CH:11]=2)[C:6]([C:13]2[CH:18]=[CH:17][C:16]([O:19][C:25]3[N:24]([CH3:23])[C:28]4=[N:29][CH:30]=[CH:31][CH:32]=[C:27]4[N:26]=3)=[CH:15][CH:14]=2)=[N:5]1. (5) Given the reactants C(O[C:9](=[O:30])[NH:10][C@@H:11]1[CH2:16][CH2:15][C@@H:14]([C:17]([N:19]([CH3:21])[CH3:20])=[O:18])[CH2:13][C@H:12]1[NH:22][C:23]([O:25]C(C)(C)C)=O)C1C=CC=CC=1.[H][H].[Li+].[Cl:34][C:35]1[CH:36]=[CH:37][C:38]([NH:41][C:42](=[O:46])C([O-])=O)=[N:39][CH:40]=1.ON1C2C=CC=CC=2N=N1.Cl.CN(C)CCCN=C=NCC.CS(O)(=O)=O.C(N(CC)CC)C.Cl.[CH3:82][N:83]1[CH2:88][CH2:87][C:86]2[N:89]=[C:90](C(O)=O)[S:91][C:85]=2[CH2:84]1, predict the reaction product. The product is: [Cl:34][C:35]1[CH:36]=[CH:37][C:38]([NH:41][C:42](=[O:46])[C:9]([NH:10][C@@H:11]2[CH2:16][CH2:15][C@@H:14]([C:17]([N:19]([CH3:20])[CH3:21])=[O:18])[CH2:13][C@H:12]2[NH:22][C:23]([C:90]2[S:91][C:85]3[CH2:84][N:83]([CH3:82])[CH2:88][CH2:87][C:86]=3[N:89]=2)=[O:25])=[O:30])=[N:39][CH:40]=1. (6) The product is: [Cl:1][C:2]1[CH:3]=[C:4]([C:8]2[CH:9]=[C:10]([CH2:18][N:19]3[CH:23]=[N:22][C:21]([CH2:24][NH2:25])=[N:20]3)[CH:11]=[N:12][C:13]=2[O:14][CH:15]([F:17])[F:16])[CH:5]=[CH:6][CH:7]=1. Given the reactants [Cl:1][C:2]1[CH:3]=[C:4]([C:8]2[CH:9]=[C:10]([CH2:18][N:19]3[CH:23]=[N:22][C:21]([C:24]#[N:25])=[N:20]3)[CH:11]=[N:12][C:13]=2[O:14][CH:15]([F:17])[F:16])[CH:5]=[CH:6][CH:7]=1.CC(C[AlH]CC(C)C)C, predict the reaction product. (7) The product is: [C:12]([O:11][C:10]1[CH:3]=[CH:2][C:1]([C:17]([NH:7][C:6]2[CH:5]=[CH:4][C:3]([OH:8])=[CH:2][CH:1]=2)=[O:18])=[CH:6][CH:9]=1)(=[O:13])[CH3:14]. Given the reactants [CH:1]1[C:6]([NH2:7])=[CH:5][CH:4]=[C:3]([OH:8])[CH:2]=1.[CH3:9][CH2:10][O:11][C:12]([CH3:14])=[O:13].CN(C)[CH:17]=[O:18], predict the reaction product. (8) Given the reactants [NH2:1][C:2]1[N:7]=[C:6]([C:8]2[CH:13]=[CH:12][C:11]([F:14])=[CH:10][CH:9]=2)[C:5]([C:15]#[N:16])=[C:4](S(C)=O)[N:3]=1.N1C=CC=CC=1C([OH:28])C.[CH2:29]1[CH2:39][CH2:38][N:37]2C(=N[CH2:34][CH2:35][CH2:36]2)C[CH2:30]1, predict the reaction product. The product is: [NH2:1][C:2]1[N:7]=[C:6]([C:8]2[CH:13]=[CH:12][C:11]([F:14])=[CH:10][CH:9]=2)[C:5]([C:15]#[N:16])=[C:4]([O:28][CH2:34][CH2:35][C:36]2[CH:30]=[CH:29][CH:39]=[CH:38][N:37]=2)[N:3]=1. (9) Given the reactants Cl[CH2:2][C:3]1[CH:4]=[CH:5][C:6]([F:19])=[C:7]([CH:18]=1)[O:8][CH2:9][C:10]1[C:15]([CH3:16])=[CH:14][CH:13]=[CH:12][C:11]=1[CH3:17].[C-:20]#[N:21].[Na+], predict the reaction product. The product is: [CH3:17][C:11]1[CH:12]=[CH:13][CH:14]=[C:15]([CH3:16])[C:10]=1[CH2:9][O:8][C:7]1[CH:18]=[C:3]([CH2:2][C:20]#[N:21])[CH:4]=[CH:5][C:6]=1[F:19]. (10) The product is: [N+:1]([C:4]1[CH:14]=[CH:13][C:7]2[S:8][CH2:9][CH2:10][NH:11][C:6]=2[CH:5]=1)([O-:3])=[O:2]. Given the reactants [N+:1]([C:4]1[CH:14]=[CH:13][C:7]2[S:8][CH2:9][C:10](=O)[NH:11][C:6]=2[CH:5]=1)([O-:3])=[O:2].B.C1COCC1, predict the reaction product.